From a dataset of Full USPTO retrosynthesis dataset with 1.9M reactions from patents (1976-2016). Predict the reactants needed to synthesize the given product. (1) Given the product [CH2:1]([C@@:8]12[C:21]3[C:16](=[CH:17][C:18]([C:22]([O:24][CH3:25])=[O:23])=[CH:19][CH:20]=3)[CH:15]=[CH:14][C@@H:13]1[CH2:12][C:11]1([O:26][CH2:27][CH2:28][O:29]1)[CH2:10][CH2:9]2)[CH3:2].[CH2:1]([C@:8]12[C:21]3[C:16](=[CH:17][C:18]([C:22]([O:24][CH3:25])=[O:23])=[CH:19][CH:20]=3)[CH:15]=[CH:14][C@H:13]1[CH2:12][C:11]1([O:26][CH2:27][CH2:28][O:29]1)[CH2:10][CH2:9]2)[CH3:2], predict the reactants needed to synthesize it. The reactants are: [CH2:1]([C@:8]12[C:21]3[C:16](=[CH:17][C:18]([C:22]([O:24][CH3:25])=[O:23])=[CH:19][CH:20]=3)[CH2:15][CH2:14][C@H:13]1[CH2:12][C:11]1([O:29][CH2:28][CH2:27][O:26]1)[CH2:10][CH2:9]2)[C:2]1C=CC=CC=1.BrN1C(=O)CCC1=O.N(C(C)(C)C#N)=NC(C)(C)C#N.C(Cl)(Cl)(Cl)Cl. (2) Given the product [Cl:19][C:20]1[C:21]([C:2]2[CH:3]=[C:4]([C:5]#[N:6])[CH:7]=[C:8]([NH:10][CH2:11][C:12]3[CH:17]=[CH:16][CH:15]=[C:14]([F:18])[CH:13]=3)[N:9]=2)=[CH:22][C:23]([F:26])=[N:24][CH:25]=1, predict the reactants needed to synthesize it. The reactants are: Cl[C:2]1[CH:3]=[C:4]([CH:7]=[C:8]([NH:10][CH2:11][C:12]2[CH:17]=[CH:16][CH:15]=[C:14]([F:18])[CH:13]=2)[N:9]=1)[C:5]#[N:6].[Cl:19][C:20]1[C:21](B(O)O)=[CH:22][C:23]([F:26])=[N:24][CH:25]=1.C([O-])([O-])=O.[Na+].[Na+]. (3) Given the product [C:4]([C:3]1[C:2]([Br:1])=[C:11]([CH:10]=[CH:9][CH:8]=1)[NH:12][C:13]1[CH2:18][CH2:17][CH2:16][C:15](=[O:19])[CH:14]=1)([O:6][CH3:7])=[O:5], predict the reactants needed to synthesize it. The reactants are: [Br:1][C:2]1[C:11]([NH2:12])=[CH:10][CH:9]=[CH:8][C:3]=1[C:4]([O:6][CH3:7])=[O:5].[C:13]1(=O)[CH2:18][CH2:17][CH2:16][C:15](=[O:19])[CH2:14]1. (4) The reactants are: [CH2:1]([O:3][C:4]1[N:8]([CH2:9][CH2:10][OH:11])[N:7]=[C:6]([C:12]2[CH:17]=[CH:16][CH:15]=[CH:14][CH:13]=2)[CH:5]=1)[CH3:2].[Br:18][C:19]1[CH:24]=[CH:23][C:22](O)=[C:21]([Cl:26])[CH:20]=1.N(C(N1CCCCC1)=O)=NC(N1CCCCC1)=O.C(P(CCCC)CCCC)CCC. Given the product [Br:18][C:19]1[CH:24]=[CH:23][C:22]([O:11][CH2:10][CH2:9][N:8]2[C:4]([O:3][CH2:1][CH3:2])=[CH:5][C:6]([C:12]3[CH:17]=[CH:16][CH:15]=[CH:14][CH:13]=3)=[N:7]2)=[C:21]([Cl:26])[CH:20]=1, predict the reactants needed to synthesize it. (5) The reactants are: [C:1]([C:3]1[CH:12]=[CH:11][C:10]2[C:5](=[CH:6][CH:7]=[CH:8][CH:9]=2)[N:4]=1)#[CH:2].Br[C:14]1[C:19]([C:20]([F:23])([F:22])[F:21])=[CH:18][CH:17]=[CH:16][N:15]=1.CCOC(C)=O.CCCCCC. Given the product [F:21][C:20]([F:23])([F:22])[C:19]1[C:14]([C:2]#[C:1][C:3]2[CH:12]=[CH:11][C:10]3[C:5](=[CH:6][CH:7]=[CH:8][CH:9]=3)[N:4]=2)=[N:15][CH:16]=[CH:17][CH:18]=1, predict the reactants needed to synthesize it. (6) Given the product [CH2:14]=[CH:15][C:16]([C:8]([C:10]([F:11])([F:12])[F:13])=[O:9])([F:18])[F:17], predict the reactants needed to synthesize it. The reactants are: O([C:8]([C:10]([F:13])([F:12])[F:11])=[O:9])[C:8]([C:10]([F:13])([F:12])[F:11])=[O:9].[CH2:14]=[CH:15][C:16]([Mg]Br)([F:18])[F:17].Cl. (7) The reactants are: [Cl:1][C:2]1[CH:16]=[CH:15][C:5]([O:6][CH2:7][C:8]([O:10]C(C)(C)C)=[O:9])=[C:4]([C:17]2[CH:18]=[N:19][C:20](S(CCC)(=O)=O)=[N:21][CH:22]=2)[CH:3]=1.[CH2:29]([NH2:36])[C:30]1[CH:35]=[CH:34][CH:33]=[CH:32][CH:31]=1. Given the product [CH2:29]([NH:36][C:20]1[N:21]=[CH:22][C:17]([C:4]2[CH:3]=[C:2]([Cl:1])[CH:16]=[CH:15][C:5]=2[O:6][CH2:7][C:8]([OH:10])=[O:9])=[CH:18][N:19]=1)[C:30]1[CH:35]=[CH:34][CH:33]=[CH:32][CH:31]=1, predict the reactants needed to synthesize it. (8) Given the product [F:28][C:27]1[C:22]([CH:18]2[CH2:17][CH2:16][C:15]3[C:20](=[CH:21][C:12]([N:10]4[CH2:11][C:6]5[C:5]([C:31]([F:34])([F:33])[F:32])=[N:4][CH:3]=[C:2](/[CH:37]=[CH:36]/[C:35]([O:39][CH2:40][CH2:41][CH2:42][CH3:43])=[O:38])[C:7]=5[NH:8][C:9]4=[O:30])=[C:13]([CH3:29])[CH:14]=3)[O:19]2)=[N:23][CH:24]=[CH:25][CH:26]=1, predict the reactants needed to synthesize it. The reactants are: Br[C:2]1[C:7]2[NH:8][C:9](=[O:30])[N:10]([C:12]3[CH:21]=[C:20]4[C:15]([CH2:16][CH2:17][CH:18]([C:22]5[C:27]([F:28])=[CH:26][CH:25]=[CH:24][N:23]=5)[O:19]4)=[CH:14][C:13]=3[CH3:29])[CH2:11][C:6]=2[C:5]([C:31]([F:34])([F:33])[F:32])=[N:4][CH:3]=1.[C:35]([O:39][CH2:40][CH2:41][CH2:42][CH3:43])(=[O:38])[CH:36]=[CH2:37].C1(C)C=CC=CC=1P(C1C=CC=CC=1C)C1C=CC=CC=1C.C(N(C(C)C)CC)(C)C. (9) Given the product [CH3:1][O:2][C:3]1[CH:4]=[C:5]2[C:10](=[CH:11][C:12]=1[O:13][CH3:14])[N:9]=[CH:8][N:7]=[C:6]2[O:15][C:16]1[CH:17]=[C:18]([NH:19][C:34]([NH:33][C:31]2[O:30][N:29]=[C:28]([C:25]([CH3:27])([CH3:26])[C:24]([F:45])([F:44])[F:23])[CH:32]=2)=[O:35])[CH:20]=[CH:21][CH:22]=1, predict the reactants needed to synthesize it. The reactants are: [CH3:1][O:2][C:3]1[CH:4]=[C:5]2[C:10](=[CH:11][C:12]=1[O:13][CH3:14])[N:9]=[CH:8][N:7]=[C:6]2[O:15][C:16]1[CH:17]=[C:18]([CH:20]=[CH:21][CH:22]=1)[NH2:19].[F:23][C:24]([F:45])([F:44])[C:25]([C:28]1[CH:32]=[C:31]([NH:33][C:34](=O)[O:35]C2C=CC(Cl)=CC=2)[O:30][N:29]=1)([CH3:27])[CH3:26].